Dataset: Forward reaction prediction with 1.9M reactions from USPTO patents (1976-2016). Task: Predict the product of the given reaction. Given the reactants C(N1[CH2:10][CH2:9][N:8]([C:11]2[CH:16]=[CH:15][C:14]([NH:17][C:18]([C:20]3[O:21][C:22]4[C:27]([C:28](=[O:30])[CH:29]=3)=[CH:26][C:25]([F:31])=[CH:24][C:23]=4[N:32]3[CH2:37][CH2:36][N:35](C)[CH2:34][CH2:33]3)=[O:19])=[CH:13][CH:12]=2)[CH2:7][CH2:6]1)(=O)CC.ClC(OC(Cl)C)=[O:41].[Na+].[I-].Cl, predict the reaction product. The product is: [N:8]1([C:11]2[CH:16]=[CH:15][C:14]([NH:17][C:18]([C:20]3[O:21][C:22]4[C:27]([C:28](=[O:30])[CH:29]=3)=[CH:26][C:25]([F:31])=[CH:24][C:23]=4[N:32]3[CH2:37][CH2:36][NH:35][CH2:34][CH2:33]3)=[O:19])=[CH:13][CH:12]=2)[CH2:7][CH2:6][O:41][CH2:10][CH2:9]1.